This data is from Reaction yield outcomes from USPTO patents with 853,638 reactions. The task is: Predict the reaction yield, written as a fraction of the theoretical maximum amount of product (1.0 means a 100% yield; for example, 0.34 means a 34% yield). (1) The reactants are [H-].[Na+].[Cl:3][C:4]1[CH:9]=[CH:8][C:7]([CH:10]([C:32]2[CH:33]=[N:34][NH:35][CH:36]=2)[N:11]2[CH:16]=[CH:15][C:14]([C:17]3[C:22]([F:23])=[CH:21][N:20]=[C:19]([NH:24][CH:25]4[CH2:30][CH2:29][O:28][CH2:27][CH2:26]4)[N:18]=3)=[CH:13][C:12]2=[O:31])=[CH:6][C:5]=1[F:37].[CH3:38]I. The catalyst is CN(C=O)C. The product is [Cl:3][C:4]1[CH:9]=[CH:8][C:7]([CH:10]([C:32]2[CH:36]=[N:35][N:34]([CH3:38])[CH:33]=2)[N:11]2[CH:16]=[CH:15][C:14]([C:17]3[C:22]([F:23])=[CH:21][N:20]=[C:19]([NH:24][CH:25]4[CH2:30][CH2:29][O:28][CH2:27][CH2:26]4)[N:18]=3)=[CH:13][C:12]2=[O:31])=[CH:6][C:5]=1[F:37]. The yield is 0.230. (2) The reactants are [Cl:1][C:2]1[CH:3]=[C:4]2[C:13](=[C:14]3[C:19]=1[CH:18]=[CH:17][CH:16]=[N:15]3)[NH:12][S:11](=[O:21])(=[O:20])[C:10]1[C:5]2=[CH:6][C:7](F)=[CH:8][CH:9]=1.[NH:23]1[CH2:28][CH2:27][O:26][CH2:25][CH2:24]1. The catalyst is CN1C(=O)CCC1. The product is [Cl:1][C:2]1[CH:3]=[C:4]2[C:13](=[C:14]3[C:19]=1[CH:18]=[CH:17][CH:16]=[N:15]3)[NH:12][S:11](=[O:21])(=[O:20])[C:10]1[C:5]2=[CH:6][C:7]([N:23]2[CH2:28][CH2:27][O:26][CH2:25][CH2:24]2)=[CH:8][CH:9]=1. The yield is 0.410. (3) The reactants are [F:1][C:2]1[CH:7]=[CH:6][C:5]([CH2:8][CH2:9][NH:10][C:11]2[S:12][CH:13]=[C:14]([CH:16]([CH3:18])[CH3:17])[N:15]=2)=[CH:4][CH:3]=1.[H-].[Na+].Br[CH2:22][C:23]1[CH:32]=[CH:31][C:26]([C:27](OC)=[O:28])=[CH:25][CH:24]=1.Cl.[H-].[Al+3].[Li+].[H-].[H-].[H-].O.O.O.O.O.O.O.O.O.O.[O-]S([O-])(=O)=O.[Na+].[Na+]. The catalyst is O1CCCC1.CN(C)C=O. The product is [F:1][C:2]1[CH:7]=[CH:6][C:5]([CH2:8][CH2:9][N:10]([CH2:22][C:23]2[CH:32]=[CH:31][C:26]([CH2:27][OH:28])=[CH:25][CH:24]=2)[C:11]2[S:12][CH:13]=[C:14]([CH:16]([CH3:18])[CH3:17])[N:15]=2)=[CH:4][CH:3]=1. The yield is 0.900.